Dataset: Reaction yield outcomes from USPTO patents with 853,638 reactions. Task: Predict the reaction yield, written as a fraction of the theoretical maximum amount of product (1.0 means a 100% yield; for example, 0.34 means a 34% yield). (1) The reactants are C[N:2]([CH:4]=[N:5][C:6]([C:8]1[C:13](=[O:14])[CH:12]=[CH:11][N:10]([C:15]2[CH:20]=[CH:19][CH:18]=[C:17]([C:21]([F:24])([F:23])[F:22])[CH:16]=2)[N:9]=1)=O)C.[C:25]1([NH:31]N)[CH:30]=[CH:29][CH:28]=[CH:27][CH:26]=1. The catalyst is C(O)(=O)C. The product is [C:25]1([N:31]2[C:6]([C:8]3[C:13](=[O:14])[CH:12]=[CH:11][N:10]([C:15]4[CH:20]=[CH:19][CH:18]=[C:17]([C:21]([F:24])([F:23])[F:22])[CH:16]=4)[N:9]=3)=[N:5][CH:4]=[N:2]2)[CH:30]=[CH:29][CH:28]=[CH:27][CH:26]=1. The yield is 0.460. (2) The reactants are [OH:1][C:2]1[CH:7]=[CH:6][CH:5]=[CH:4][C:3]=1[C:8]1[N:17]=[C:16]([N:18]2[CH2:22][CH2:21][C@@H:20]([NH:23][C:24](=[O:31])[O:25][CH2:26][C:27]([CH3:30])([CH3:29])[CH3:28])[CH2:19]2)[C:15]2[C:10](=[CH:11][C:12]([CH3:32])=[CH:13][CH:14]=2)[N:9]=1.[ClH:33].CCOCC. The catalyst is C(Cl)Cl. The product is [ClH:33].[OH:1][C:2]1[CH:7]=[CH:6][CH:5]=[CH:4][C:3]=1[C:8]1[N:17]=[C:16]([N:18]2[CH2:22][CH2:21][C@@H:20]([NH:23][C:24](=[O:31])[O:25][CH2:26][C:27]([CH3:28])([CH3:29])[CH3:30])[CH2:19]2)[C:15]2[C:10](=[CH:11][C:12]([CH3:32])=[CH:13][CH:14]=2)[N:9]=1. The yield is 0.870. (3) The reactants are C1N=CN(C(N2C=NC=C2)=O)C=1.[C:13]([OH:22])(=[O:21])[C:14]1[C:15](=[CH:17][CH:18]=[CH:19][CH:20]=1)[OH:16].[CH2:23](O)[CH2:24][CH3:25].O. The catalyst is CN(C=O)C. The product is [OH:16][C:15]1[CH:17]=[CH:18][CH:19]=[CH:20][C:14]=1[C:13]([O:22][CH2:23][CH2:24][CH3:25])=[O:21]. The yield is 0.790. (4) The reactants are Cl.[C:2]([C:6]1[CH:10]=[C:9]([NH:11][C:12](=[O:36])[NH:13][C:14]2[CH:19]=[CH:18][C:17]([NH:20][C:21](=[O:35])[C:22]3[CH:27]=[CH:26][C:25]([O:28][CH:29]4[CH2:34][CH2:33][NH:32][CH2:31][CH2:30]4)=[CH:24][N:23]=3)=[CH:16][CH:15]=2)[O:8][N:7]=1)([CH3:5])([CH3:4])[CH3:3].Cl.F[CH2:39][C:40](C1ON=C(NC(=O)NC2C=CC(NC(=O)C3C=CC(OC4CCNCC4)=CN=3)=CC=2)C=1)(C)[CH2:41]F. No catalyst specified. The product is [C:2]([C:6]1[CH:10]=[C:9]([NH:11][C:12](=[O:36])[NH:13][C:14]2[CH:19]=[CH:18][C:17]([NH:20][C:21](=[O:35])[C:22]3[CH:27]=[CH:26][C:25]([O:28][CH:29]4[CH2:30][CH2:31][N:32]([CH:40]([CH3:41])[CH3:39])[CH2:33][CH2:34]4)=[CH:24][N:23]=3)=[CH:16][CH:15]=2)[O:8][N:7]=1)([CH3:5])([CH3:3])[CH3:4]. The yield is 0.520. (5) The reactants are [CH:1]([C:3]1[C:12]([OH:13])=[CH:11][CH:10]=[C:9]([OH:14])[C:4]=1[C:5]([O:7][CH3:8])=[O:6])=O.[C:15]([CH2:18][PH4])(O)=[O:16]. No catalyst specified. The product is [OH:14][C:9]1[CH:10]=[CH:11][C:12]2[O:13][C:15](=[O:16])[CH:18]=[CH:1][C:3]=2[C:4]=1[C:5]([O:7][CH3:8])=[O:6]. The yield is 0.830. (6) The product is [CH2:16]([O:23][C:24]1[CH:25]=[CH:26][C:27]([CH2:30][C:31]([NH:14][C:11]2[CH:12]=[C:13]3[C:8]([CH:7]=[N:6][N:5]3[CH2:4][CH2:3][N:2]([CH3:15])[CH3:1])=[CH:9][CH:10]=2)=[O:32])=[CH:28][CH:29]=1)[C:17]1[CH:18]=[CH:19][CH:20]=[CH:21][CH:22]=1. The catalyst is CN(C=O)C. The reactants are [CH3:1][N:2]([CH3:15])[CH2:3][CH2:4][N:5]1[C:13]2[C:8](=[CH:9][CH:10]=[C:11]([NH2:14])[CH:12]=2)[CH:7]=[N:6]1.[CH2:16]([O:23][C:24]1[CH:29]=[CH:28][C:27]([CH2:30][C:31](O)=[O:32])=[CH:26][CH:25]=1)[C:17]1[CH:22]=[CH:21][CH:20]=[CH:19][CH:18]=1.Cl.C(N=C=NC(C)(C)CC)C.ON1C2C=CC=CC=2N=N1.CN1CCOCC1. The yield is 0.950.